From a dataset of NCI-60 drug combinations with 297,098 pairs across 59 cell lines. Regression. Given two drug SMILES strings and cell line genomic features, predict the synergy score measuring deviation from expected non-interaction effect. (1) Drug 1: CC(C)CN1C=NC2=C1C3=CC=CC=C3N=C2N. Drug 2: CC1C(C(CC(O1)OC2CC(CC3=C2C(=C4C(=C3O)C(=O)C5=C(C4=O)C(=CC=C5)OC)O)(C(=O)CO)O)N)O.Cl. Cell line: OVCAR-8. Synergy scores: CSS=30.3, Synergy_ZIP=-0.781, Synergy_Bliss=-2.09, Synergy_Loewe=-10.9, Synergy_HSA=-1.06. (2) Drug 1: COC1=NC(=NC2=C1N=CN2C3C(C(C(O3)CO)O)O)N. Drug 2: C1CC(=O)NC(=O)C1N2C(=O)C3=CC=CC=C3C2=O. Cell line: EKVX. Synergy scores: CSS=-1.15, Synergy_ZIP=4.34, Synergy_Bliss=-2.36, Synergy_Loewe=-1.18, Synergy_HSA=-3.51. (3) Drug 1: C1CCC(C(C1)N)N.C(=O)(C(=O)[O-])[O-].[Pt+4]. Drug 2: N.N.Cl[Pt+2]Cl. Cell line: DU-145. Synergy scores: CSS=52.5, Synergy_ZIP=0.296, Synergy_Bliss=0.308, Synergy_Loewe=-2.16, Synergy_HSA=2.19. (4) Drug 1: CCC1(CC2CC(C3=C(CCN(C2)C1)C4=CC=CC=C4N3)(C5=C(C=C6C(=C5)C78CCN9C7C(C=CC9)(C(C(C8N6C=O)(C(=O)OC)O)OC(=O)C)CC)OC)C(=O)OC)O.OS(=O)(=O)O. Drug 2: C1CN(CCN1C(=O)CCBr)C(=O)CCBr. Cell line: M14. Synergy scores: CSS=14.2, Synergy_ZIP=-4.22, Synergy_Bliss=0.790, Synergy_Loewe=3.83, Synergy_HSA=2.01. (5) Drug 1: C1=CC(=C2C(=C1NCCNCCO)C(=O)C3=C(C=CC(=C3C2=O)O)O)NCCNCCO. Drug 2: CN1C(=O)N2C=NC(=C2N=N1)C(=O)N. Cell line: NCI/ADR-RES. Synergy scores: CSS=7.73, Synergy_ZIP=0.823, Synergy_Bliss=5.64, Synergy_Loewe=-4.57, Synergy_HSA=1.02.